Dataset: HIV replication inhibition screening data with 41,000+ compounds from the AIDS Antiviral Screen. Task: Binary Classification. Given a drug SMILES string, predict its activity (active/inactive) in a high-throughput screening assay against a specified biological target. (1) The drug is CC1C2(C)OCC(C#N)(C(=N)O2)C1(C#N)C#N. The result is 0 (inactive). (2) The result is 0 (inactive). The molecule is COc1cc2[nH]c3c(c2cc1OC)CCNC31CCC2(CC3c4c(cc(OC)c(O)c42)CCN3C)CC1OC. (3) The drug is COP(C)(=O)C1=CCN(C(=O)OCC[Si](C)(C)C)CC1. The result is 0 (inactive). (4) The molecule is CC(C)(C)C1COC2(C)C3CC3C(=O)N12. The result is 0 (inactive). (5) The molecule is COc1ccc(C=C2C(=O)c3ccccc3C2=O)cc1. The result is 0 (inactive). (6) The drug is CCOS(=O)(=O)c1ccc(-c2c3nc(c(-c4ccc(S(=O)(=O)OCC)cc4)c4ccc([nH]4)c(-c4ccc(S(=O)(=O)OCC)cc4)c4nc(c(-c5ccc(S(=O)(=O)OCC)cc5)c5ccc2[nH]5)C=C4)C=C3)cc1. The result is 0 (inactive). (7) The molecule is CCCCCNP1(NCCCCC)=NP(NCCCCC)(NCCCCC)=NP(NCCCCC)(NCCCCC)=NP(NCCCCC)(NCCCCC)=N1. The result is 0 (inactive). (8) The result is 0 (inactive). The molecule is COc1ccccc1N1CCN(CCCNC(=O)c2cc(Cl)c(N)c(Cl)c2)CC1. (9) The compound is Clc1ccc(COC(Cn2ccnc2)c2ccc(Cl)cc2Cl)c(Cl)c1.O=[N+]([O-])O. The result is 0 (inactive).